From a dataset of Forward reaction prediction with 1.9M reactions from USPTO patents (1976-2016). Predict the product of the given reaction. (1) Given the reactants Cl.[NH:2]1[C:11]2[C:6](=[CH:7][C:8]([C:12]([O:14][CH3:15])=[O:13])=[CH:9][CH:10]=2)[CH2:5][CH2:4][CH2:3]1.C(N(C(C)C)CC)(C)C.ClC(Cl)(O[C:29](=[O:35])OC(Cl)(Cl)Cl)Cl.[NH:37]1[CH2:41][CH2:40][CH:39]([C:42]2[CH:43]=[N:44][CH:45]=[CH:46][CH:47]=2)[CH2:38]1, predict the reaction product. The product is: [N:44]1[CH:45]=[CH:46][CH:47]=[C:42]([CH:39]2[CH2:40][CH2:41][N:37]([C:29]([N:2]3[C:11]4[C:6](=[CH:7][C:8]([C:12]([O:14][CH3:15])=[O:13])=[CH:9][CH:10]=4)[CH2:5][CH2:4][CH2:3]3)=[O:35])[CH2:38]2)[CH:43]=1. (2) Given the reactants Br[C:2]1[N:6]2[CH:7]=[C:8](Br)[N:9]=[C:10]([NH:11][CH2:12][C:13]3[CH:18]=[CH:17][C:16]([S:19]([NH2:22])(=[O:21])=[O:20])=[CH:15][CH:14]=3)[C:5]2=[N:4][CH:3]=1.CC1(C)C(C)(C)OB([C:32]2[CH:37]=[CH:36][C:35]([OH:38])=[CH:34][CH:33]=2)O1.C([O-])([O-])=O.[Na+].[Na+].[O:46](C1C=CC=CC=1P(C1C=CC=CC=1)C1C=CC=CC=1)[C:47]1[CH:52]=[CH:51][CH:50]=[CH:49][C:48]=1P(C1C=CC=CC=1)C1C=CC=CC=1, predict the reaction product. The product is: [OH:46][C:47]1[CH:52]=[CH:51][C:50]([C:2]2[N:6]3[CH:7]=[C:8]([C:32]4[CH:33]=[CH:34][C:35]([OH:38])=[CH:36][CH:37]=4)[N:9]=[C:10]([NH:11][CH2:12][C:13]4[CH:18]=[CH:17][C:16]([S:19]([NH2:22])(=[O:21])=[O:20])=[CH:15][CH:14]=4)[C:5]3=[N:4][CH:3]=2)=[CH:49][CH:48]=1. (3) Given the reactants [C:1]([O:9]CC)(=O)[CH2:2][C:3]([O:5][CH2:6][CH3:7])=[O:4].[H-].[Na+].[CH3:14][O:15][C:16]1[CH:34]=[CH:33][C:19]([CH2:20][N:21]2[C:26]3[N:27]=[CH:28][CH:29]=[CH:30][C:25]=3[C:24](=O)[O:23]C2=O)=[CH:18][CH:17]=1.Cl, predict the reaction product. The product is: [CH2:6]([O:5][C:3]([C:2]1[C:1](=[O:9])[N:21]([CH2:20][C:19]2[CH:18]=[CH:17][C:16]([O:15][CH3:14])=[CH:34][CH:33]=2)[C:26]2[C:25]([C:24]=1[OH:23])=[CH:30][CH:29]=[CH:28][N:27]=2)=[O:4])[CH3:7]. (4) Given the reactants [Cl:1][C:2]1[N:3]=[CH:4][C:5](I)=[C:6]2[C:11]=1[N:10]=[C:9]([CH3:12])[CH:8]=[CH:7]2.C([O:17][B:18](OC(C)C)[O:19]C(C)C)(C)C.C([Li])CCC.Cl, predict the reaction product. The product is: [Cl:1][C:2]1[C:11]2[N:10]=[C:9]([CH3:12])[CH:8]=[CH:7][C:6]=2[C:5]([B:18]([OH:19])[OH:17])=[CH:4][N:3]=1. (5) The product is: [CH3:25][O:26][C:27](=[O:39])[C@@H:28]([NH:38][C:16](=[O:17])[C:15]1[CH:19]=[CH:20][C:21]([I:23])=[CH:22][C:14]=1[NH:13][S:10]([C:6]1[C:3]2=[N:4][S:5][N:1]=[C:2]2[CH:9]=[CH:8][CH:7]=1)(=[O:12])=[O:11])[CH2:29][C:30]1[CH:35]=[CH:34][C:33]([Cl:36])=[C:32]([I:37])[CH:31]=1. Given the reactants [N:1]1[S:5][N:4]=[C:3]2[C:6]([S:10]([NH:13][C:14]3[CH:22]=[C:21]([I:23])[CH:20]=[CH:19][C:15]=3[C:16](O)=[O:17])(=[O:12])=[O:11])=[CH:7][CH:8]=[CH:9][C:2]=12.Cl.[CH3:25][O:26][C:27](=[O:39])[C@@H:28]([NH2:38])[CH2:29][C:30]1[CH:35]=[CH:34][C:33]([Cl:36])=[C:32]([I:37])[CH:31]=1, predict the reaction product.